From a dataset of Forward reaction prediction with 1.9M reactions from USPTO patents (1976-2016). Predict the product of the given reaction. (1) Given the reactants [Cl:1][C:2]1[CH:18]=[CH:17][C:5]2[CH2:6][CH2:7][N:8]([C:11](=[O:16])[C:12]([F:15])([F:14])[F:13])[CH2:9][CH2:10][C:4]=2[C:3]=1OS(C(F)(F)F)(=O)=O.[NH2:27][CH2:28][C:29]1[CH:44]=[CH:43][C:32]([C:33]([NH:35][CH2:36][CH2:37][C:38]2[S:39][CH:40]=[CH:41][CH:42]=2)=[O:34])=[CH:31][CH:30]=1.C1C=CC(P(C2C(C3C(P(C4C=CC=CC=4)C4C=CC=CC=4)=CC=C4C=3C=CC=C4)=C3C(C=CC=C3)=CC=2)C2C=CC=CC=2)=CC=1.C(=O)([O-])[O-].[Cs+].[Cs+], predict the reaction product. The product is: [Cl:1][C:2]1[CH:18]=[CH:17][C:5]2[CH2:6][CH2:7][N:8]([C:11](=[O:16])[C:12]([F:14])([F:13])[F:15])[CH2:9][CH2:10][C:4]=2[C:3]=1[NH:27][CH2:28][C:29]1[CH:44]=[CH:43][C:32]([C:33](=[O:34])[NH:35][CH2:36][CH2:37][C:38]2[S:39][CH:40]=[CH:41][CH:42]=2)=[CH:31][CH:30]=1. (2) Given the reactants [Br:1][C:2]1[CH:7]=[C:6]([C:8]([CH3:10])=[CH2:9])[C:5]([F:11])=[CH:4][N:3]=1.C[N+]1([O-])CC[O:16]CC1.S(S([O-])=O)([O-])=O.[Na+].[Na+].[OH2:28], predict the reaction product. The product is: [Br:1][C:2]1[CH:7]=[C:6]([C:8]([OH:16])([CH3:10])[CH2:9][OH:28])[C:5]([F:11])=[CH:4][N:3]=1.